From a dataset of Cav3 T-type calcium channel HTS with 100,875 compounds. Binary Classification. Given a drug SMILES string, predict its activity (active/inactive) in a high-throughput screening assay against a specified biological target. (1) The molecule is O(c1ccc(cc1)/C=C\C(=N\O)C)CC=C. The result is 0 (inactive). (2) The molecule is P(=O)(NC(C1C(C1)C(=O)NCCF)c1ccccc1)(c1ccccc1)c1ccccc1. The result is 0 (inactive). (3) The compound is O=C(NCc1ccccc1)c1c(cccc1)C(O)=O. The result is 0 (inactive).